This data is from Full USPTO retrosynthesis dataset with 1.9M reactions from patents (1976-2016). The task is: Predict the reactants needed to synthesize the given product. (1) Given the product [CH2:79]([N:42]([CH2:38][CH2:39][CH2:40][CH3:41])[C:43]([C:45]1[N:46]=[C:47]([C:59]2[CH:68]=[CH:67][C:62]([C:63]([O:65][CH3:66])=[O:64])=[CH:61][C:60]=2[C:69]([OH:71])=[O:70])[N:48]([CH2:50][CH2:51][CH2:52][C:53]2[CH:58]=[CH:57][CH:56]=[CH:55][CH:54]=2)[CH:49]=1)=[O:44])[CH2:80][CH2:81][CH3:82], predict the reactants needed to synthesize it. The reactants are: C(N(CCCC)C(C1N=C(C2C=CC(C(OC)=O)=CC=2C(O)=O)N(CCC2C=CC=CC=2)C=1)=O)CCC.[CH2:38]([N:42]([CH2:79][CH2:80][CH2:81][CH3:82])[C:43]([C:45]1[N:46]=[C:47]([C:59]2[CH:68]=[CH:67][C:62]([C:63]([O:65][CH3:66])=[O:64])=[CH:61][C:60]=2[C:69]([O:71]CC2C=CC=CC=2)=[O:70])[N:48]([CH2:50][CH2:51][CH2:52][C:53]2[CH:58]=[CH:57][CH:56]=[CH:55][CH:54]=2)[CH:49]=1)=[O:44])[CH2:39][CH2:40][CH3:41]. (2) Given the product [F:15][C:12]1[CH:13]=[CH:14][C:9]([N:6]2[C:7]([CH3:8])=[C:2]([CH3:19])[CH:3]=[C:4]([C:17]#[N:18])[C:5]2=[O:16])=[CH:10][CH:11]=1, predict the reactants needed to synthesize it. The reactants are: Br[C:2]1[CH:3]=[C:4]([C:17]#[N:18])[C:5](=[O:16])[N:6]([C:9]2[CH:14]=[CH:13][C:12]([F:15])=[CH:11][CH:10]=2)[C:7]=1[CH3:8].[CH3:19][Sn](C)(C)C.O.C(OCC)(=O)C. (3) The reactants are: F[C:2]1[CH:9]=[CH:8][C:5]([CH:6]=[O:7])=[CH:4][C:3]=1[N+:10]([O-:12])=[O:11].CCN(C(C)C)C(C)C.[NH2:22][CH2:23][C@@H:24]1[CH2:28][CH2:27][CH2:26][N:25]1[C:29]([O:31][C:32]([CH3:35])([CH3:34])[CH3:33])=[O:30]. Given the product [CH:6]([C:5]1[CH:8]=[CH:9][C:2]([NH:22][CH2:23][C@@H:24]2[CH2:28][CH2:27][CH2:26][N:25]2[C:29]([O:31][C:32]([CH3:35])([CH3:34])[CH3:33])=[O:30])=[C:3]([N+:10]([O-:12])=[O:11])[CH:4]=1)=[O:7], predict the reactants needed to synthesize it. (4) Given the product [CH3:1][O:2][C:3](=[O:32])[NH:4][CH:5]([C:9]([N:11]1[CH2:15][CH2:14][CH2:13][CH:12]1[C:16](=[O:31])[NH:17][C:18]1[CH:19]=[C:20]([C:24]2[CH:29]=[CH:28][C:27]([B:33]3[O:37][C:36]([CH3:39])([CH3:38])[C:35]([CH3:41])([CH3:40])[O:34]3)=[CH:26][CH:25]=2)[CH:21]=[CH:22][CH:23]=1)=[O:10])[CH:6]([CH3:8])[CH3:7], predict the reactants needed to synthesize it. The reactants are: [CH3:1][O:2][C:3](=[O:32])[NH:4][CH:5]([C:9]([N:11]1[CH2:15][CH2:14][CH2:13][CH:12]1[C:16](=[O:31])[NH:17][C:18]1[CH:19]=[C:20]([C:24]2[CH:29]=[CH:28][C:27](Cl)=[CH:26][CH:25]=2)[CH:21]=[CH:22][CH:23]=1)=[O:10])[CH:6]([CH3:8])[CH3:7].[B:33]1([B:33]2[O:37][C:36]([CH3:39])([CH3:38])[C:35]([CH3:41])([CH3:40])[O:34]2)[O:37][C:36]([CH3:39])([CH3:38])[C:35]([CH3:41])([CH3:40])[O:34]1.C1(P(C2CCCCC2)C2CCCCC2)CCCCC1.C([O-])(=O)C.[K+].